Task: Predict the product of the given reaction.. Dataset: Forward reaction prediction with 1.9M reactions from USPTO patents (1976-2016) (1) Given the reactants [F:1][C:2]1[CH:3]=[C:4]([CH:8]=[CH:9][C:10]=1[F:11])[C:5](O)=[O:6].Cl.[CH3:13][NH:14][O:15][CH3:16].O.ON1C2C=CC=CC=2N=N1.C(N(CC)CC)C, predict the reaction product. The product is: [F:1][C:2]1[CH:3]=[C:4]([CH:8]=[CH:9][C:10]=1[F:11])[C:5]([N:14]([O:15][CH3:16])[CH3:13])=[O:6]. (2) Given the reactants C(OP(OCC)(O[CH:7]([CH3:16])/[CH:8]=[C:9](\[CH3:15])/[C:10]([O:12][CH2:13][CH3:14])=[O:11])=O)C.[CH2:20]([NH2:27])[C:21]1[CH:26]=[CH:25][CH:24]=[CH:23][CH:22]=1.CCOC(C)=O.CCCCCCC, predict the reaction product. The product is: [NH3:27].[CH2:20]([NH:27][CH:7]([CH3:16])/[CH:8]=[C:9](\[CH3:15])/[C:10]([O:12][CH2:13][CH3:14])=[O:11])[C:21]1[CH:26]=[CH:25][CH:24]=[CH:23][CH:22]=1. (3) Given the reactants [C:1]1([C:21]2[CH:26]=[CH:25][CH:24]=[CH:23][CH:22]=2)[CH:6]=[CH:5][C:4]([C:7]([N:9]2[CH2:13][C:12](=[N:14][O:15][CH3:16])[CH2:11][C@H:10]2[C:17](=[N:19][OH:20])[NH2:18])=[O:8])=[CH:3][CH:2]=1.[O:27]=[C:28]1[NH:33][C:32](=[O:34])[CH2:31][N:30]([CH2:35][C:36](O)=O)[CH2:29]1, predict the reaction product. The product is: [C:1]1([C:21]2[CH:26]=[CH:25][CH:24]=[CH:23][CH:22]=2)[CH:2]=[CH:3][C:4]([C:7]([N:9]2[CH2:13][C:12](=[N:14][O:15][CH3:16])[CH2:11][C@H:10]2[C:17]2[N:18]=[C:36]([CH2:35][N:30]3[CH2:29][C:28](=[O:27])[NH:33][C:32](=[O:34])[CH2:31]3)[O:20][N:19]=2)=[O:8])=[CH:5][CH:6]=1. (4) Given the reactants [S:1]1[C:9]2[C:4](=[N:5][CH:6]=[CH:7][N:8]=2)[NH:3][C:2]1=S.C(Cl)[Cl:12].S(Cl)(Cl)(=O)=O.[OH-].[Na+], predict the reaction product. The product is: [Cl:12][C:2]1[S:1][C:9]2[C:4]([N:3]=1)=[N:5][CH:6]=[CH:7][N:8]=2. (5) Given the reactants [ClH:1].[CH2:2]([O:4][C:5]1[CH:6]=[C:7]([C@@H:13]2[C@H:18]([NH:19][C@@H](C3C=CC=CC=3)C)[CH2:17][CH2:16][S:15][CH2:14]2)[CH:8]=[CH:9][C:10]=1[O:11][CH3:12])[CH3:3].[H][H], predict the reaction product. The product is: [ClH:1].[CH2:2]([O:4][C:5]1[CH:6]=[C:7]([C@@H:13]2[C@H:18]([NH2:19])[CH2:17][CH2:16][S:15][CH2:14]2)[CH:8]=[CH:9][C:10]=1[O:11][CH3:12])[CH3:3]. (6) Given the reactants [CH2:1]([O:8][C:9]([N:11]1[CH2:15][CH2:14][CH2:13][CH:12]1[C:16]1[CH:24]=[CH:23][C:19]([C:20](O)=[O:21])=[C:18]([F:25])[CH:17]=1)=[O:10])[C:2]1[CH:7]=[CH:6][CH:5]=[CH:4][CH:3]=1.S(Cl)([Cl:28])=O, predict the reaction product. The product is: [Cl:28][C:20]([C:19]1[CH:23]=[CH:24][C:16]([CH:12]2[CH2:13][CH2:14][CH2:15][N:11]2[C:9]([O:8][CH2:1][C:2]2[CH:7]=[CH:6][CH:5]=[CH:4][CH:3]=2)=[O:10])=[CH:17][C:18]=1[F:25])=[O:21]. (7) Given the reactants [C:1]([C:3]1[CH:8]=[CH:7][C:6]([CH:9]2[N:14]([C:15]([NH:17][CH3:18])=[O:16])[C:13](=[O:19])[N:12]([C:20]3[CH:25]=[CH:24][CH:23]=[C:22]([C:26]([F:29])(F)[F:27])[CH:21]=3)[C:11]3[CH2:30][CH2:31][C:32](=[O:33])[C:10]2=3)=[C:5](F)[CH:4]=1)#[N:2].FC(F)C1C=C(N2C3C[CH2:50][C:51](=[O:52])C=3C(C3C=CC(C#N)=CC=3)NC2=O)C=CC=1.NCCCO, predict the reaction product. The product is: [C:1]([C:3]1[CH:8]=[CH:7][C:6]([CH:9]2[N:14]([C:15]([NH:17][CH2:18][CH2:50][CH2:51][OH:52])=[O:16])[C:13](=[O:19])[N:12]([C:20]3[CH:25]=[CH:24][CH:23]=[C:22]([CH:26]([F:27])[F:29])[CH:21]=3)[C:11]3[CH2:30][CH2:31][C:32](=[O:33])[C:10]2=3)=[CH:5][CH:4]=1)#[N:2]. (8) Given the reactants [CH3:1][C:2]1[C:3]([CH2:14][S:15]([C:17]2[NH:21][C:20]3[CH:22]=[CH:23][CH:24]=[CH:25][C:19]=3[N:18]=2)=[O:16])=[N:4][CH:5]=[CH:6][C:7]=1[O:8][CH2:9][C:10]([F:13])([F:12])[F:11].CCCCCC.CC(O)C.C(O)C, predict the reaction product. The product is: [CH3:1][C:2]1[C:3]([CH2:14][S@:15]([C:17]2[NH:18][C:19]3[CH:25]=[CH:24][CH:23]=[CH:22][C:20]=3[N:21]=2)=[O:16])=[N:4][CH:5]=[CH:6][C:7]=1[O:8][CH2:9][C:10]([F:13])([F:11])[F:12]. (9) Given the reactants [OH:1][C:2]1[CH:7]=[CH:6][C:5]([C:8](=[C:19]2[CH2:24][C:23](C)(C)[CH2:22][C:21](C)(C)[CH2:20]2)[C:9]2[CH:18]=[CH:17][C:12]([C:13](OC)=O)=[CH:11][CH:10]=2)=[CH:4][CH:3]=1.[O:29]1[CH:33]=[CH:32][C:31](B(O)O)=[CH:30]1.[C:37]([O-])([O-])=O.[Na+].[Na+], predict the reaction product. The product is: [C:9]1(=[C:8]([C:19]2[CH:24]=[CH:23][C:22]([C:31]3[CH:32]=[CH:33][O:29][CH:30]=3)=[CH:21][CH:20]=2)[C:5]2[CH:6]=[CH:7][C:2]([OH:1])=[CH:3][CH:4]=2)[CH2:18][CH2:17][CH2:12][CH2:13][CH2:37][CH2:11][CH2:10]1.